From a dataset of Reaction yield outcomes from USPTO patents with 853,638 reactions. Predict the reaction yield, written as a fraction of the theoretical maximum amount of product (1.0 means a 100% yield; for example, 0.34 means a 34% yield). (1) The reactants are [CH:1]([C:4]1[N:9]=[C:8]([CH2:10][N:11]2[C:19]3[C:14](=[C:15]([N+:20]([O-])=O)[CH:16]=[CH:17][CH:18]=3)[C:13]([CH3:23])=[N:12]2)[CH:7]=[CH:6][CH:5]=1)([CH3:3])[CH3:2].C(O)C.[Cl-].[NH4+]. The catalyst is O.[Fe]. The product is [CH:1]([C:4]1[N:9]=[C:8]([CH2:10][N:11]2[C:19]3[CH:18]=[CH:17][CH:16]=[C:15]([NH2:20])[C:14]=3[C:13]([CH3:23])=[N:12]2)[CH:7]=[CH:6][CH:5]=1)([CH3:3])[CH3:2]. The yield is 0.560. (2) The reactants are [NH2:1][C@:2]12[CH2:37][CH2:36][C@@H:35]([C:38]([CH3:40])=[CH2:39])[C@@H:3]1[C@@H:4]1[C@@:17]([CH3:20])([CH2:18][CH2:19]2)[C@@:16]2([CH3:21])[C@@H:7]([C@:8]3([CH3:34])[C@@H:13]([CH2:14][CH2:15]2)[C:12]([CH3:23])([CH3:22])[C:11]([C:24]2[CH:33]=[CH:32][C:27]([C:28]([O:30]C)=[O:29])=[CH:26][CH:25]=2)=[CH:10][CH2:9]3)[CH2:6][CH2:5]1.FC1C=C(CN[C@]23CC[C@@H](C(C)=C)[C@@H]2[C@@H]2[C@@](C)(CC3)[C@@]3(C)[C@@H]([C@]4(C)[C@@H](CC3)C(C)(C)C(C3C=CC(C(O)=O)=CC=3)=CC4)CC2)C=CN=1.[F:88][C:89]1[CH:90]=[CH:91][C:92]([CH:95]=O)=[N:93][CH:94]=1. No catalyst specified. The product is [F:88][C:89]1[CH:90]=[CH:91][C:92]([CH2:95][NH:1][C@:2]23[CH2:37][CH2:36][C@@H:35]([C:38]([CH3:40])=[CH2:39])[C@@H:3]2[C@@H:4]2[C@@:17]([CH3:20])([CH2:18][CH2:19]3)[C@@:16]3([CH3:21])[C@@H:7]([C@:8]4([CH3:34])[C@@H:13]([CH2:14][CH2:15]3)[C:12]([CH3:23])([CH3:22])[C:11]([C:24]3[CH:33]=[CH:32][C:27]([C:28]([OH:30])=[O:29])=[CH:26][CH:25]=3)=[CH:10][CH2:9]4)[CH2:6][CH2:5]2)=[N:93][CH:94]=1. The yield is 0.470.